From a dataset of Peptide-MHC class II binding affinity with 134,281 pairs from IEDB. Regression. Given a peptide amino acid sequence and an MHC pseudo amino acid sequence, predict their binding affinity value. This is MHC class II binding data. (1) The binding affinity (normalized) is 0. The peptide sequence is GKSTRSTTDSGKVIP. The MHC is DRB4_0103 with pseudo-sequence DRB4_0103. (2) The peptide sequence is EWKYFAATQFEPLAA. The MHC is HLA-DPA10201-DPB11401 with pseudo-sequence HLA-DPA10201-DPB11401. The binding affinity (normalized) is 0.630. (3) The peptide sequence is EKALWIIFSQNMNIK. The MHC is DRB1_0901 with pseudo-sequence DRB1_0901. The binding affinity (normalized) is 0.593. (4) The peptide sequence is YKFIPSLEAAVKQAY. The MHC is HLA-DQA10102-DQB10502 with pseudo-sequence HLA-DQA10102-DQB10502. The binding affinity (normalized) is 0.272. (5) The peptide sequence is PDVIELAYQKDALLS. The MHC is DRB1_0101 with pseudo-sequence DRB1_0101. The binding affinity (normalized) is 0.757.